Dataset: Full USPTO retrosynthesis dataset with 1.9M reactions from patents (1976-2016). Task: Predict the reactants needed to synthesize the given product. (1) Given the product [C:45]([N:13]1[CH2:12][CH2:11][N:10]([CH2:16][CH2:17][CH2:18][O:19][C:20]2[CH:21]=[CH:22][C:23]([CH:26]3[CH2:27][CH2:28][N:29]([C:32]4[CH2:33][CH2:34][C:35]5[N:36]([C:38]([C:41]([F:44])([F:43])[F:42])=[N:39][N:40]=5)[N:37]=4)[CH2:30][CH2:31]3)=[CH:24][CH:25]=2)[CH2:15][CH2:14]1)(=[O:47])[CH3:46], predict the reactants needed to synthesize it. The reactants are: CCN(C(C)C)C(C)C.[N:10]1([CH2:16][CH2:17][CH2:18][O:19][C:20]2[CH:25]=[CH:24][C:23]([CH:26]3[CH2:31][CH2:30][N:29]([C:32]4[CH2:33][CH2:34][C:35]5[N:36]([C:38]([C:41]([F:44])([F:43])[F:42])=[N:39][N:40]=5)[N:37]=4)[CH2:28][CH2:27]3)=[CH:22][CH:21]=2)[CH2:15][CH2:14][NH:13][CH2:12][CH2:11]1.[C:45](O)(=[O:47])[CH3:46].CN(C(ON1N=NC2C=CC=NC1=2)=[N+](C)C)C.F[P-](F)(F)(F)(F)F. (2) Given the product [I:17][C:6]1[CH:15]=[C:14]2[C:9]([CH2:10][CH2:11][NH:12][C:13]2=[O:16])=[CH:8][CH:7]=1, predict the reactants needed to synthesize it. The reactants are: N([O-])=O.[Na+].N[C:6]1[CH:15]=[C:14]2[C:9]([CH2:10][CH2:11][NH:12][C:13]2=[O:16])=[CH:8][CH:7]=1.[I-:17].[K+].C(OC(=O)C)C. (3) Given the product [C:24]([O:27][C:28]([C:31](=[O:32])[NH:17][C:14]1[CH:13]=[CH:12][C:11]([C:9]2[S:10][C:5]3[C:4]([N:18]4[CH2:19][CH2:20][O:21][CH2:22][CH2:23]4)=[N:3][C:2]([Cl:1])=[N:7][C:6]=3[CH:8]=2)=[CH:16][N:15]=1)([CH3:30])[CH3:29])(=[O:26])[CH3:25], predict the reactants needed to synthesize it. The reactants are: [Cl:1][C:2]1[N:3]=[C:4]([N:18]2[CH2:23][CH2:22][O:21][CH2:20][CH2:19]2)[C:5]2[S:10][C:9]([C:11]3[CH:12]=[CH:13][C:14]([NH2:17])=[N:15][CH:16]=3)=[CH:8][C:6]=2[N:7]=1.[C:24]([O:27][C:28]([C:31](Cl)=[O:32])([CH3:30])[CH3:29])(=[O:26])[CH3:25].C(N(CC)CC)C.CO. (4) Given the product [NH2:9][CH2:8][CH2:7][N:1]1[CH2:2][CH2:3][N:4]([C:29](=[O:35])[CH2:30][CH2:31][C:32]([OH:34])=[O:33])[CH2:5][CH2:6]1, predict the reactants needed to synthesize it. The reactants are: [N:1]1([CH2:7][CH2:8][NH:9]C(C2C=CC=CC=2)(C2C=CC=CC=2)C2C=CC=CC=2)[CH2:6][CH2:5][NH:4][CH2:3][CH2:2]1.[C:29]1(=[O:35])[O:34][C:32](=[O:33])[CH2:31][CH2:30]1.CCN(C(C)C)C(C)C. (5) Given the product [CH2:1]([O:8][C:9](=[O:31])[C@H:10]([NH:23][C:24]([O:26][C:27]([CH3:30])([CH3:29])[CH3:28])=[O:25])[CH2:11][CH2:12][C:13]1[N:21]([CH2:38][CH:32]2[CH2:37][CH2:36][CH2:35][CH2:34][CH2:33]2)[C:16]2[CH:17]=[CH:18][CH:19]=[CH:20][C:15]=2[N:14]=1)[C:2]1[CH:7]=[CH:6][CH:5]=[CH:4][CH:3]=1, predict the reactants needed to synthesize it. The reactants are: [CH2:1]([O:8][C:9](=[O:31])[C@H:10]([NH:23][C:24]([O:26][C:27]([CH3:30])([CH3:29])[CH3:28])=[O:25])[CH2:11][CH2:12][C:13](=O)[NH:14][C:15]1[CH:20]=[CH:19][CH:18]=[CH:17][C:16]=1[NH2:21])[C:2]1[CH:7]=[CH:6][CH:5]=[CH:4][CH:3]=1.[CH:32]1([CH:38]=O)[CH2:37][CH2:36][CH2:35][CH2:34][CH2:33]1.C(O[BH-](OC(=O)C)OC(=O)C)(=O)C.[Na+].C(Cl)(Cl)Cl. (6) Given the product [C:1]([C:5]1[CH:23]=[CH:22][C:8]([C:9]([NH:11][C:12]2[N:13]=[C:14]3[CH:19]=[CH:18][C:17]([C:26](=[O:30])[CH3:27])=[CH:16][N:15]3[CH:21]=2)=[O:10])=[CH:7][CH:6]=1)([CH3:4])([CH3:3])[CH3:2], predict the reactants needed to synthesize it. The reactants are: [C:1]([C:5]1[CH:23]=[CH:22][C:8]([C:9]([NH:11][C:12]2[N:13]=[C:14]3[CH:19]=[CH:18][C:17](I)=[CH:16][N:15]3[CH:21]=2)=[O:10])=[CH:7][CH:6]=1)([CH3:4])([CH3:3])[CH3:2].[Cl-].[Li+].[CH2:26]([O:30]C=C)[CH2:27]CC.C(=O)([O-])[O-].[K+].[K+]. (7) Given the product [C:34]([C:33]1[CH:32]=[C:31]([C:30]2[C:25]([C@@H:10]([NH:11][C:12](=[O:24])[CH2:13][C:14]3[C:22]4[C:17](=[CH:18][C:19]([CH2:81][NH:80][C:78](=[O:79])[O:77][C:73]([CH3:76])([CH3:75])[CH3:74])=[CH:20][CH:21]=4)[NH:16][CH:15]=3)[CH2:9][C:4]3[CH:5]=[C:6]([F:8])[CH:7]=[C:2]([F:1])[CH:3]=3)=[N:26][CH:27]=[CH:28][CH:29]=2)[CH:39]=[CH:38][CH:37]=1)(=[O:35])[NH2:36], predict the reactants needed to synthesize it. The reactants are: [F:1][C:2]1[CH:3]=[C:4]([CH2:9][C@@H:10]([C:25]2[C:30]([C:31]3[CH:32]=[C:33]([CH:37]=[CH:38][CH:39]=3)[C:34]([NH2:36])=[O:35])=[CH:29][CH:28]=[CH:27][N:26]=2)[NH:11][C:12](=[O:24])[CH2:13][C:14]2[C:22]3[C:17](=[CH:18][CH:19]=[C:20](F)[CH:21]=3)[NH:16][CH:15]=2)[CH:5]=[C:6]([F:8])[CH:7]=1.FC(F)(F)C(O)=O.N[C@H](C1C(C2C=C(C=CC=2)C(N)=O)=CC=CN=1)CC1C=C(F)C=C(F)C=1.[C:73]([O:77][C:78]([NH:80][CH2:81]C1C=C2C(C(CC(O)=O)=CN2)=CC=1)=[O:79])([CH3:76])([CH3:75])[CH3:74].